From a dataset of Forward reaction prediction with 1.9M reactions from USPTO patents (1976-2016). Predict the product of the given reaction. (1) Given the reactants [CH2:1]([P:10](=[O:17])([O:14][CH2:15][CH3:16])[O:11][CH2:12][CH3:13])P(=O)(OCC)OCC.[H-].[Na+].[CH:20]([C:22]1[C:23]([NH:33][C:34](=[O:57])[C:35]2[CH:40]=[CH:39][C:38]([O:41][CH2:42][C:43]3[N:44]=[C:45]([C:49]4[CH:54]=[CH:53][CH:52]=[CH:51][CH:50]=4)[O:46][C:47]=3[CH3:48])=[C:37]([O:55][CH3:56])[CH:36]=2)=[N:24][N:25]([C:27]2[CH:32]=[CH:31][CH:30]=[CH:29][CH:28]=2)[CH:26]=1)=O.O, predict the reaction product. The product is: [CH3:56][O:55][C:37]1[CH:36]=[C:35]([CH:40]=[CH:39][C:38]=1[O:41][CH2:42][C:43]1[N:44]=[C:45]([C:49]2[CH:54]=[CH:53][CH:52]=[CH:51][CH:50]=2)[O:46][C:47]=1[CH3:48])[C:34]([NH:33][C:23]1[C:22](/[CH:20]=[CH:1]/[P:10](=[O:17])([O:11][CH2:12][CH3:13])[O:14][CH2:15][CH3:16])=[CH:26][N:25]([C:27]2[CH:28]=[CH:29][CH:30]=[CH:31][CH:32]=2)[N:24]=1)=[O:57]. (2) Given the reactants [CH:1]1([O:6][C:7]2[CH:8]=[C:9]([CH:13]=[CH:14][C:15]=2[O:16][CH3:17])[CH:10]=[N:11][OH:12])[CH2:5][CH2:4][CH2:3][CH2:2]1.[CH:18]([C:20]1[CH:25]=[CH:24][CH:23]=[CH:22][N:21]=1)=[CH2:19].Cl[O-].[Na+].O1CCC[CH2:30]1, predict the reaction product. The product is: [CH:1]1([O:6][C:7]2[CH:8]=[C:9]([C:10]3[CH2:19][C:18]([C:20]4[CH:25]=[CH:24][CH:23]=[CH:22][N:21]=4)([CH3:30])[O:12][N:11]=3)[CH:13]=[CH:14][C:15]=2[O:16][CH3:17])[CH2:2][CH2:3][CH2:4][CH2:5]1.